Dataset: Experimentally validated miRNA-target interactions with 360,000+ pairs, plus equal number of negative samples. Task: Binary Classification. Given a miRNA mature sequence and a target amino acid sequence, predict their likelihood of interaction. The miRNA is mmu-miR-467g with sequence UAUACAUACACACACAUAUAU. The protein sequence of the target gene is MPALAIMGLSLAAFLELGMGASLCLSQQFKAQGDYILGGLFPLGSTEEATLNQRTQPNSIPCNRFSPLGLFLAMAMKMAVEEINNGSALLPGLRLGYDLFDTCSEPVVTMKSSLMFLAKVGSQSIAAYCNYTQYQPRVLAVIGPHSSELALITGKFFSFFLMPQVSYSASMDRLSDRETFPSFFRTVPSDRVQLQAVVTLLQNFSWNWVAALGSDDDYGREGLSIFSSLANARGICIAHEGLVPQHDTSGQQLGKVLDVLRQVNQSKVQVVVLFASARAVYSLFSYSIHHGLSPKVWVAS.... Result: 1 (interaction).